Predict the reaction yield, written as a fraction of the theoretical maximum amount of product (1.0 means a 100% yield; for example, 0.34 means a 34% yield). From a dataset of Reaction yield outcomes from USPTO patents with 853,638 reactions. (1) The reactants are C(N(C(C)C)CC)(C)C.[C:10]1([C@@H:16]([NH2:18])[CH3:17])[CH:15]=[CH:14][CH:13]=[CH:12][CH:11]=1.Cl[C:20]1[C:25]([N+:26]([O-:28])=[O:27])=[CH:24][N:23]=[C:22]([C:29]2[N:33]3[CH:34]=[C:35]([F:38])[CH:36]=[CH:37][C:32]3=[N:31][CH:30]=2)[N:21]=1. The catalyst is O1CCCC1. The product is [F:38][C:35]1[CH:36]=[CH:37][C:32]2[N:33]([C:29]([C:22]3[N:23]=[C:24]([NH:18][C@H:16]([C:10]4[CH:15]=[CH:14][CH:13]=[CH:12][CH:11]=4)[CH3:17])[C:25]([N+:26]([O-:28])=[O:27])=[CH:20][N:21]=3)=[CH:30][N:31]=2)[CH:34]=1. The yield is 0.780. (2) The reactants are Cl[C:2]1[CH:7]=[CH:6][N:5]=[C:4]2[NH:8][CH:9]=[C:10]([C:11]#[N:12])[C:3]=12.[CH3:13][C:14]1[CH:15]=[C:16](B(O)O)[CH:17]=[CH:18][CH:19]=1. No catalyst specified. The product is [CH3:13][C:14]1[CH:19]=[C:18]([C:2]2[CH:7]=[CH:6][N:5]=[C:4]3[NH:8][CH:9]=[C:10]([C:11]#[N:12])[C:3]=23)[CH:17]=[CH:16][CH:15]=1. The yield is 0.380. (3) The reactants are [CH2:1]([O:8][C@H:9]1[CH2:13][N:12](C(OC(C)(C)C)=O)[C@H:11]([CH2:21][O:22][C:23]2[CH:32]=[CH:31][C:26]([C:27]([O:29][CH3:30])=[O:28])=[CH:25][C:24]=2[N+:33]([O-:35])=[O:34])[CH2:10]1)[C:2]1[CH:7]=[CH:6][CH:5]=[CH:4][CH:3]=1.C(O)(C(F)(F)F)=O. The catalyst is C(Cl)Cl. The product is [CH2:1]([O:8][C@H:9]1[CH2:13][NH:12][C@H:11]([CH2:21][O:22][C:23]2[CH:32]=[CH:31][C:26]([C:27]([O:29][CH3:30])=[O:28])=[CH:25][C:24]=2[N+:33]([O-:35])=[O:34])[CH2:10]1)[C:2]1[CH:7]=[CH:6][CH:5]=[CH:4][CH:3]=1. The yield is 0.950. (4) The reactants are Cl[C:2]1[N:7]=[C:6]([C:8]2[N:12]3[CH:13]=[CH:14][CH:15]=[CH:16][C:11]3=[N:10][C:9]=2[C:17]2[CH:18]=[C:19]([CH:31]=[CH:32][CH:33]=2)[C:20]([NH:22][C:23]2[C:28]([F:29])=[CH:27][CH:26]=[CH:25][C:24]=2[F:30])=[O:21])[CH:5]=[CH:4][N:3]=1.[NH2:34][C:35]1[CH:40]=[CH:39][C:38]([N:41]2[CH2:46][CH2:45][CH:44]([N:47]([CH3:49])[CH3:48])[CH2:43][CH2:42]2)=[CH:37][C:36]=1[O:50][CH3:51].C1(C)C=CC(S(O)(=O)=O)=CC=1. The catalyst is CC(O)C.C(Cl)Cl. The product is [F:30][C:24]1[CH:25]=[CH:26][CH:27]=[C:28]([F:29])[C:23]=1[NH:22][C:20](=[O:21])[C:19]1[CH:31]=[CH:32][CH:33]=[C:17]([C:9]2[N:10]=[C:11]3[CH:16]=[CH:15][CH:14]=[CH:13][N:12]3[C:8]=2[C:6]2[CH:5]=[CH:4][N:3]=[C:2]([NH:34][C:35]3[CH:40]=[CH:39][C:38]([N:41]4[CH2:46][CH2:45][CH:44]([N:47]([CH3:48])[CH3:49])[CH2:43][CH2:42]4)=[CH:37][C:36]=3[O:50][CH3:51])[N:7]=2)[CH:18]=1. The yield is 0.700.